Dataset: Full USPTO retrosynthesis dataset with 1.9M reactions from patents (1976-2016). Task: Predict the reactants needed to synthesize the given product. Given the product [OH:1][C@H:2]1[CH2:21][C@@:20]2([CH3:22])[C@@H:13]([CH2:14][CH2:15][C@@H:16]2[C:17]([CH3:18])=[CH2:26])[C@H:12]2[C@H:3]1[C@:4]1([CH3:25])[C:9]([CH:10]=[CH:11]2)=[CH:8][C:7](=[O:23])[CH2:6][CH2:5]1, predict the reactants needed to synthesize it. The reactants are: [OH:1][C@H:2]1[CH2:21][C@@:20]2([CH3:22])[C@@H:13]([CH2:14][CH2:15][C@@H:16]2[C:17](=O)[CH3:18])[C@H:12]2[C@H:3]1[C@:4]1([CH3:25])[C:9](=[CH:10][CH2:11]2)[CH:8]=[C:7]([O:23]C)[CH2:6][CH2:5]1.[C:26]1(Cl)C(=O)C(Cl)=C(Cl)C(=O)C=1Cl.[OH-].[Na+].S(S([O-])=O)([O-])=O.[Na+].[Na+].